From a dataset of Reaction yield outcomes from USPTO patents with 853,638 reactions. Predict the reaction yield, written as a fraction of the theoretical maximum amount of product (1.0 means a 100% yield; for example, 0.34 means a 34% yield). (1) The reactants are CC1(C)N([O])C(C)(C)CCC1.CC(O[Na])=[O:14].[F:17][C:18]([F:38])([CH:21]([F:37])[O:22][C:23]([F:36])([F:35])[C:24]([F:34])([F:33])[C:25]([F:32])([F:31])[O:26][C:27]([F:30])([F:29])[F:28])[CH2:19][OH:20]. The catalyst is O.O.O.O.[N+]([O-])([O-])=O.[Mn+2].[N+]([O-])([O-])=O.O.O.O.O.O.O.[N+]([O-])([O-])=O.[Co+2].[N+]([O-])([O-])=O.C(O)(=O)C. The product is [F:17][C:18]([F:38])([CH:21]([F:37])[O:22][C:23]([F:36])([F:35])[C:24]([F:33])([F:34])[C:25]([F:31])([F:32])[O:26][C:27]([F:28])([F:29])[F:30])[C:19]([OH:14])=[O:20]. The yield is 0.700. (2) The yield is 0.530. The product is [ClH:10].[Br:24][C:23]1[C:18]([N:15]2[CH2:16][CH2:17][C@@H:13]([CH2:12][NH:11][CH:4]([CH3:6])[CH3:5])[CH2:14]2)=[C:19]2[C:27]([NH:28][C:29](=[O:36])[C:30]3[CH:35]=[CH:34][CH:33]=[N:32][CH:31]=3)=[CH:26][NH:25][C:20]2=[N:21][CH:22]=1. The reactants are CCN(C(C)C)[CH:4]([CH3:6])[CH3:5].[ClH:10].[NH2:11][CH2:12][C@@H:13]1[CH2:17][CH2:16][N:15]([C:18]2[C:23]([Br:24])=[CH:22][N:21]=[C:20]3[NH:25][CH:26]=[C:27]([NH:28][C:29](=[O:36])[C:30]4[CH:35]=[CH:34][CH:33]=[N:32][CH:31]=4)[C:19]=23)[CH2:14]1.CC(=O)C.[BH-](OC(C)=O)(OC(C)=O)OC(C)=O.[Na+].C([O-])([O-])=O.[Na+].[Na+]. The catalyst is C(Cl)Cl.CN(C=O)C. (3) The reactants are [H-].[Na+].[CH3:3][C:4]1[CH:9]=[C:8]([CH3:10])[N:7]=[C:6]([N:11]2[CH2:16][CH2:15][N:14]([C:17]3[CH:22]=[CH:21][C:20]([NH:23][C:24](=[O:42])[C:25](=[O:41])[C:26]4[N:34]5[C:29]([CH2:30][CH2:31][CH2:32][CH2:33]5)=[CH:28][C:27]=4[C:35]4[CH:40]=[CH:39][CH:38]=[CH:37][CH:36]=4)=[CH:19][CH:18]=3)[CH2:13][CH2:12]2)[CH:5]=1.[CH3:43]I. The catalyst is C1COCC1.C(Cl)Cl. The product is [CH3:3][C:4]1[CH:9]=[C:8]([CH3:10])[N:7]=[C:6]([N:11]2[CH2:12][CH2:13][N:14]([C:17]3[CH:18]=[CH:19][C:20]([N:23]([CH3:43])[C:24](=[O:42])[C:25](=[O:41])[C:26]4[N:34]5[C:29]([CH2:30][CH2:31][CH2:32][CH2:33]5)=[CH:28][C:27]=4[C:35]4[CH:40]=[CH:39][CH:38]=[CH:37][CH:36]=4)=[CH:21][CH:22]=3)[CH2:15][CH2:16]2)[CH:5]=1. The yield is 0.580. (4) The reactants are [Cl:1][C:2]1[CH:27]=[CH:26][C:5]([NH:6][C:7]2[C:16]3[C:11](=[CH:12][C:13]([O:19][CH2:20][CH:21](OC)OC)=[C:14]([O:17][CH3:18])[CH:15]=3)[N:10]=[CH:9][N:8]=2)=[C:4]([F:28])[CH:3]=1.C(O)(C(F)(F)F)=O.[CH:36]1([NH2:41])[CH2:40][CH2:39][CH2:38][CH2:37]1.C(O)(=O)C.C([BH3-])#N.[Na+]. The catalyst is O. The product is [Cl:1][C:2]1[CH:27]=[CH:26][C:5]([NH:6][C:7]2[C:16]3[C:11](=[CH:12][C:13]([O:19][CH2:20][CH2:21][NH:41][CH:36]4[CH2:40][CH2:39][CH2:38][CH2:37]4)=[C:14]([O:17][CH3:18])[CH:15]=3)[N:10]=[CH:9][N:8]=2)=[C:4]([F:28])[CH:3]=1. The yield is 0.360. (5) The reactants are C(Cl)Cl.[O:4]1[C:8]2[CH:9]=[CH:10][CH:11]=[CH:12][C:7]=2[CH:6]=[C:5]1[C:13]1([C:16]2[CH:24]=[C:23]([O:25][CH3:26])[CH:22]=[CH:21][C:17]=2[C:18](O)=[O:19])[CH2:15][CH2:14]1.FC(F)(F)C(OC(=O)C(F)(F)F)=O. The catalyst is O. The product is [CH3:26][O:25][C:23]1[CH:22]=[CH:21][C:17]2[C:18](=[O:19])[C:6]3[C:7]4[CH:12]=[CH:11][CH:10]=[CH:9][C:8]=4[O:4][C:5]=3[C:13]3([C:16]=2[CH:24]=1)[CH2:15][CH2:14]3. The yield is 0.700. (6) The reactants are [CH3:1][O:2][C:3]1[CH:4]=[C:5]([NH:11][C:12](SC)=[C:13]2[C:18](=[O:19])[O:17][C:16]([CH3:21])([CH3:20])[O:15][C:14]2=[O:22])[CH:6]=[CH:7][C:8]=1[O:9][CH3:10].[OH-].[NH4+:26]. The catalyst is C1COCC1.Cl[Hg]Cl. The product is [NH2:26][C:12]([NH:11][C:5]1[CH:6]=[CH:7][C:8]([O:9][CH3:10])=[C:3]([O:2][CH3:1])[CH:4]=1)=[C:13]1[C:18](=[O:19])[O:17][C:16]([CH3:21])([CH3:20])[O:15][C:14]1=[O:22]. The yield is 0.970. (7) The reactants are [CH3:1][O:2][C:3]([NH:5][C@H:6]([C:10]([N:12]1[C@@H:16]([CH3:17])[CH2:15][CH2:14][C@H:13]1[C:18]1[NH:22][C:21]2[C:23]3[C:28]([CH:29]=[CH:30][C:20]=2[N:19]=1)=[CH:27][C:26]1[C:31]2[C:36]([CH2:37][O:38][C:25]=1[CH:24]=3)=[CH:35][C:34]([C:39]1[NH:43][C:42]([C@@H:44]3[CH2:48][C@H:47]([CH3:49])[CH2:46][N:45]3C(OC(C)(C)C)=O)=[N:41][CH:40]=1)=[CH:33][CH:32]=2)=[O:11])[CH:7]([CH3:9])[CH3:8])=[O:4].CO[C@H:59]([CH3:69])[C@H:60]([NH:64][C:65]([O:67][CH3:68])=[O:66])[C:61]([OH:63])=O.[CH3:70]N(C(ON1N=NC2C=CC=NC1=2)=[N+](C)C)C.F[P-](F)(F)(F)(F)F.CN1CCOCC1. The catalyst is Cl.CCO.CN(C=O)C. The product is [CH3:68][O:67][C:65]([NH:64][C@@H:60]([CH:59]([CH3:69])[CH3:70])[C:61]([N:45]1[CH2:46][C@@H:47]([CH3:49])[CH2:48][C@H:44]1[C:42]1[NH:43][C:39]([C:34]2[CH:35]=[C:36]3[CH2:37][O:38][C:25]4[CH:24]=[C:23]5[C:28]([CH:29]=[CH:30][C:20]6[N:19]=[C:18]([C@@H:13]7[CH2:14][CH2:15][C@H:16]([CH3:17])[N:12]7[C:10](=[O:11])[C@@H:6]([NH:5][C:3](=[O:4])[O:2][CH3:1])[CH:7]([CH3:9])[CH3:8])[NH:22][C:21]=65)=[CH:27][C:26]=4[C:31]3=[CH:32][CH:33]=2)=[CH:40][N:41]=1)=[O:63])=[O:66]. The yield is 0.350. (8) The reactants are [Br:1][C:2]1[CH:3]=[C:4]([C:23]([NH2:25])=[O:24])[C:5]2[NH:6][C:7]3[CH:8]=[C:9]([NH:15][C:16](=[O:22])[CH2:17][O:18][CH2:19][CH2:20]Cl)[CH:10]=[CH:11][C:12]=3[C:13]=2[N:14]=1.C(=O)([O-])[O-].[K+].[K+]. The catalyst is C(#N)C. The product is [Br:1][C:2]1[CH:3]=[C:4]([C:23]([NH2:25])=[O:24])[C:5]2[NH:6][C:7]3[CH:8]=[C:9]([N:15]4[CH2:20][CH2:19][O:18][CH2:17][C:16]4=[O:22])[CH:10]=[CH:11][C:12]=3[C:13]=2[N:14]=1. The yield is 0.780. (9) The reactants are [F:1][C:2]([F:13])([F:12])[C:3]1[CH:11]=[CH:10][CH:9]=[CH:8][C:4]=1[C:5](Cl)=[O:6].[NH2:14][C:15]1[N:23]=[CH:22][CH:21]=[CH:20][C:16]=1[C:17](O)=[O:18].O. The catalyst is N1C=CC=CC=1. The product is [F:1][C:2]([F:13])([F:12])[C:3]1[CH:11]=[CH:10][CH:9]=[CH:8][C:4]=1[C:5]1[O:6][C:17](=[O:18])[C:16]2[CH:20]=[CH:21][CH:22]=[N:23][C:15]=2[N:14]=1. The yield is 0.600. (10) The reactants are [OH:1][C:2]1[CH:7]=[CH:6][C:5]([CH2:8][CH2:9][CH2:10][OH:11])=[CH:4][CH:3]=1.[C:12](=O)([O-])[O-].[K+].[K+].CI. The catalyst is CC(C)=O.O. The product is [CH3:12][O:1][C:2]1[CH:3]=[CH:4][C:5]([CH2:8][CH2:9][CH2:10][OH:11])=[CH:6][CH:7]=1. The yield is 0.949.